From a dataset of Catalyst prediction with 721,799 reactions and 888 catalyst types from USPTO. Predict which catalyst facilitates the given reaction. (1) Reactant: [CH3:1][Mg]Cl.[C:4](=[S:6])=[S:5].[CH2:7](Br)[C:8]1[CH:13]=[CH:12][CH:11]=[CH:10][CH:9]=1.O. Product: [C:4]([S:6][CH2:7][C:8]1[CH:13]=[CH:12][CH:11]=[CH:10][CH:9]=1)(=[S:5])[CH3:1]. The catalyst class is: 1. (2) Reactant: F[C:2]1[C:7]([F:8])=[CH:6][C:5]([F:9])=[CH:4][N:3]=1.[ClH:10]. Product: [Cl:10][C:2]1[C:7]([F:8])=[CH:6][C:5]([F:9])=[CH:4][N:3]=1. The catalyst class is: 6. (3) Reactant: [CH:1]1([C:6]([C:34]2[CH:39]=[CH:38][CH:37]=[CH:36][CH:35]=2)([C:28]2[CH:33]=[CH:32][CH:31]=[CH:30][CH:29]=2)[C:7]2[C:19]3[CH2:18][C:17]4[C:12](=[CH:13][C:14]([C:20]([CH3:23])([CH3:22])[CH3:21])=[CH:15][CH:16]=4)[C:11]=3[CH:10]=[C:9]([C:24]([CH3:27])([CH3:26])[CH3:25])[CH:8]=2)[CH:5]=[CH:4][CH:3]=[CH:2]1.CCCCCC.C([Li])CCC.Cl[Si:52]([CH3:55])([CH3:54])[CH3:53]. Product: [CH3:53][Si:52]([CH3:55])([CH3:54])[C:3]1[CH:4]=[CH:5][CH:1]([C:6]([C:28]2[CH:33]=[CH:32][CH:31]=[CH:30][CH:29]=2)([C:34]2[CH:39]=[CH:38][CH:37]=[CH:36][CH:35]=2)[C:7]2[C:19]3[CH2:18][C:17]4[C:12](=[CH:13][C:14]([C:20]([CH3:23])([CH3:22])[CH3:21])=[CH:15][CH:16]=4)[C:11]=3[CH:10]=[C:9]([C:24]([CH3:26])([CH3:27])[CH3:25])[CH:8]=2)[CH:2]=1. The catalyst class is: 20. (4) Reactant: [C:1]([SiH2:5][O:6][C:7]([CH3:21])([CH3:20])[C:8]1[CH:9]=[CH:10][CH:11]=[C:12]2[C:17]=1[C:16]([CH2:18][OH:19])=[CH:15][CH:14]=[CH:13]2)([CH3:4])([CH3:3])[CH3:2].CC(OI1(OC(C)=O)(OC(C)=O)OC(=O)C2C1=CC=CC=2)=O. Product: [C:1]([SiH2:5][O:6][C:7]([CH3:21])([CH3:20])[C:8]1[CH:9]=[CH:10][CH:11]=[C:12]2[C:17]=1[C:16]([CH:18]=[O:19])=[CH:15][CH:14]=[CH:13]2)([CH3:4])([CH3:2])[CH3:3]. The catalyst class is: 4. (5) Reactant: [Si]([O:8][CH2:9][CH2:10][CH2:11][O:12][C:13]1[CH:18]=[CH:17][N:16]([C:19]2[S:23][C:22]([C:24]([NH:26][CH2:27][C:28]3[CH:33]=[CH:32][CH:31]=[C:30]([F:34])[CH:29]=3)=[O:25])=[C:21]([CH3:35])[CH:20]=2)[C:15](=[O:36])[CH:14]=1)(C(C)(C)C)(C)C. Product: [F:34][C:30]1[CH:29]=[C:28]([CH:33]=[CH:32][CH:31]=1)[CH2:27][NH:26][C:24]([C:22]1[S:23][C:19]([N:16]2[CH:17]=[CH:18][C:13]([O:12][CH2:11][CH2:10][CH2:9][OH:8])=[CH:14][C:15]2=[O:36])=[CH:20][C:21]=1[CH3:35])=[O:25]. The catalyst class is: 15. (6) Reactant: [F:1][C:2]1[CH:3]=[C:4]([N:8]2[C:12]([C:13]3[CH:18]=[CH:17][N:16]=[CH:15][CH:14]=3)=[C:11]([C:19]([OH:21])=O)[CH:10]=[N:9]2)[CH:5]=[CH:6][CH:7]=1.C(N(C(C)C)CC)(C)C.CN(C(ON1N=NC2C=CC=NC1=2)=[N+](C)C)C.F[P-](F)(F)(F)(F)F.[NH2:55][C:56]1[CH:63]=[CH:62][C:59]([C:60]#[N:61])=[CH:58][CH:57]=1. Product: [C:60]([C:59]1[CH:62]=[CH:63][C:56]([NH:55][C:19]([C:11]2[CH:10]=[N:9][N:8]([C:4]3[CH:5]=[CH:6][CH:7]=[C:2]([F:1])[CH:3]=3)[C:12]=2[C:13]2[CH:14]=[CH:15][N:16]=[CH:17][CH:18]=2)=[O:21])=[CH:57][CH:58]=1)#[N:61]. The catalyst class is: 3. (7) Reactant: [C:1]([O:4][C@@H:5]1[CH:11]=[CH:10][C@H:9]([N:12]2[C:16]3[N:17]=[C:18]([S:22][CH2:23][CH2:24][CH3:25])[N:19]=[C:20](Cl)[C:15]=3[N:14]=[N:13]2)[C:6]21[CH2:8][CH2:7]2)(=[O:3])[CH3:2].[C:26]1([C@@H:32]2[CH2:34][C@H:33]2[NH2:35])[CH:31]=[CH:30][CH:29]=[CH:28][CH:27]=1.OC(C(O)C([O-])=O)C([O-])=O.C(N(CC)C(C)C)(C)C. Product: [C:1]([O:4][C@@H:5]1[CH:11]=[CH:10][C@H:9]([N:12]2[C:16]3[N:17]=[C:18]([S:22][CH2:23][CH2:24][CH3:25])[N:19]=[C:20]([NH:35][C@@H:33]4[CH2:34][C@H:32]4[C:26]4[CH:31]=[CH:30][CH:29]=[CH:28][CH:27]=4)[C:15]=3[N:14]=[N:13]2)[C:6]21[CH2:8][CH2:7]2)(=[O:3])[CH3:2]. The catalyst class is: 4.